This data is from Merck oncology drug combination screen with 23,052 pairs across 39 cell lines. The task is: Regression. Given two drug SMILES strings and cell line genomic features, predict the synergy score measuring deviation from expected non-interaction effect. (1) Drug 2: COC1=C2CC(C)CC(OC)C(O)C(C)C=C(C)C(OC(N)=O)C(OC)C=CC=C(C)C(=O)NC(=CC1=O)C2=O. Synergy scores: synergy=7.14. Drug 1: COc1cccc2c1C(=O)c1c(O)c3c(c(O)c1C2=O)CC(O)(C(=O)CO)CC3OC1CC(N)C(O)C(C)O1. Cell line: OCUBM. (2) Synergy scores: synergy=-34.8. Drug 2: CC(C)CC(NC(=O)C(Cc1ccccc1)NC(=O)c1cnccn1)B(O)O. Cell line: NCIH520. Drug 1: CN(Cc1cnc2nc(N)nc(N)c2n1)c1ccc(C(=O)NC(CCC(=O)O)C(=O)O)cc1. (3) Drug 1: CN(Cc1cnc2nc(N)nc(N)c2n1)c1ccc(C(=O)NC(CCC(=O)O)C(=O)O)cc1. Drug 2: C#Cc1cccc(Nc2ncnc3cc(OCCOC)c(OCCOC)cc23)c1. Cell line: SW837. Synergy scores: synergy=7.48. (4) Drug 1: CCc1cnn2c(NCc3ccc[n+]([O-])c3)cc(N3CCCCC3CCO)nc12. Drug 2: Cn1cc(-c2cnn3c(N)c(Br)c(C4CCCNC4)nc23)cn1. Cell line: A2780. Synergy scores: synergy=4.08.